Dataset: Full USPTO retrosynthesis dataset with 1.9M reactions from patents (1976-2016). Task: Predict the reactants needed to synthesize the given product. (1) Given the product [Cl:1][C:2]1[CH:7]=[CH:6][CH:5]=[C:4]([F:8])[C:3]=1[NH:9][C:10]1[NH:11][C:12]2[C:17]3[N:18]=[C:19]([CH:21]4[CH2:23][CH2:22]4)[O:20][C:16]=3[C:15]([C:24]([NH:32][C:31]3[CH:33]=[C:34]([C:37]([F:38])([F:39])[F:40])[CH:35]=[CH:36][C:30]=3[F:29])=[O:26])=[CH:14][C:13]=2[N:28]=1, predict the reactants needed to synthesize it. The reactants are: [Cl:1][C:2]1[CH:7]=[CH:6][CH:5]=[C:4]([F:8])[C:3]=1[NH:9][C:10]1[NH:11][C:12]2[C:17]3[N:18]=[C:19]([CH:21]4[CH2:23][CH2:22]4)[O:20][C:16]=3[C:15]([C:24]([O:26]C)=O)=[CH:14][C:13]=2[N:28]=1.[F:29][C:30]1[CH:36]=[CH:35][C:34]([C:37]([F:40])([F:39])[F:38])=[CH:33][C:31]=1[NH2:32].C[Al](C)C. (2) Given the product [Cl:8][C:6]1[CH:5]=[C:4]([C:9]2[CH:14]=[CH:13][CH:12]=[CH:11][CH:10]=2)[N:3]=[C:2]([N:15]2[CH2:20][CH2:19][CH:18]([OH:21])[CH2:17][CH2:16]2)[N:7]=1.[Cl:1][C:2]1[N:7]=[C:6]([N:15]2[CH2:20][CH2:19][CH:18]([OH:21])[CH2:17][CH2:16]2)[CH:5]=[C:4]([C:9]2[CH:14]=[CH:13][CH:12]=[CH:11][CH:10]=2)[N:3]=1, predict the reactants needed to synthesize it. The reactants are: [Cl:1][C:2]1[N:7]=[C:6]([Cl:8])[CH:5]=[C:4]([C:9]2[CH:14]=[CH:13][CH:12]=[CH:11][CH:10]=2)[N:3]=1.[NH:15]1[CH2:20][CH2:19][CH:18]([OH:21])[CH2:17][CH2:16]1.C(N(CC)CC)C.O. (3) Given the product [Br:27][C:28]1[CH:29]=[CH:30][C:31]([CH2:34][O:35][C:36]2[CH:41]=[CH:40][N:39]([CH2:44][C:45](=[O:46])[C:47]3[CH:56]=[C:55]4[C:50]([CH2:51][CH2:52][N:53]([C:57](=[O:62])[C:58]([F:61])([F:59])[F:60])[CH2:54]4)=[CH:49][CH:48]=3)[C:38](=[O:42])[CH:37]=2)=[N:32][CH:33]=1, predict the reactants needed to synthesize it. The reactants are: C(OC1C=CN(CC(C2C=CC(CO)=CC=2)=O)C(=O)C=1)C1C=CC=CC=1.[Br:27][C:28]1[CH:29]=[CH:30][C:31]([CH2:34][O:35][C:36]2[CH:41]=[CH:40][NH:39][C:38](=[O:42])[CH:37]=2)=[N:32][CH:33]=1.Cl[CH2:44][C:45]([C:47]1[CH:56]=[C:55]2[C:50]([CH2:51][CH2:52][N:53]([C:57](=[O:62])[C:58]([F:61])([F:60])[F:59])[CH2:54]2)=[CH:49][CH:48]=1)=[O:46]. (4) The reactants are: [CH2:1]([C@@H:3]1[CH2:7][C@H:6](O)[CH2:5][C@@H:4]1[C:9]([O:11][CH2:12][CH3:13])=[O:10])[CH3:2].CS(Cl)(=O)=O.CC([O-])(C)C.[Na+].C(OC(C)(C)C)(=O)[CH2:26][C:27]([O:29]C(C)(C)C)=[O:28]. Given the product [CH2:12]([O:11][C:9]([CH:4]1[CH:3]([CH2:1][CH3:2])[CH2:7][CH:6]([CH2:26][C:27]([OH:29])=[O:28])[CH2:5]1)=[O:10])[CH3:13], predict the reactants needed to synthesize it. (5) The reactants are: [CH:1]1[C:10]2[CH2:9][CH2:8][CH2:7][CH2:6][C:5]=2[CH:4]=[CH:3][C:2]=1O.[P:12](Cl)(Cl)(Cl)=[O:13].Cl.[C:18]([O:22][C:23](=[O:27])[C@H:24]([CH3:26])[NH2:25])([CH3:21])([CH3:20])[CH3:19].FC1C([OH:35])=C(F)C(F)=C(F)C=1F.[F:40][C@:41]1([CH3:57])[C@H:45]([OH:46])[C@@H:44]([CH2:47][OH:48])[O:43][C@H:42]1[N:49]1[CH:56]=[CH:55][C:53](=[O:54])[NH:52][C:50]1=[O:51]. Given the product [C:18]([O:22][C:23](=[O:27])[C@@H:24]([NH:25][P:12]([O:13][C:1]1[C:10]2[CH2:9][CH2:8][CH2:7][CH2:6][C:5]=2[CH:4]=[CH:3][CH:2]=1)([O:48][CH2:47][C@@H:44]1[C@@H:45]([OH:46])[C@:41]([F:40])([CH3:57])[C@H:42]([N:49]2[CH:56]=[CH:55][C:53](=[O:54])[NH:52][C:50]2=[O:51])[O:43]1)=[O:35])[CH3:26])([CH3:21])([CH3:20])[CH3:19], predict the reactants needed to synthesize it. (6) Given the product [Br:7][C:5]1[N:6]=[C:2]([C:14]2([OH:13])[CH2:15][CH2:16][N:17]([C:20]([O:22][C:23]([CH3:25])([CH3:24])[CH3:26])=[O:21])[CH2:18][CH2:19]2)[S:3][CH:4]=1, predict the reactants needed to synthesize it. The reactants are: Br[C:2]1[S:3][CH:4]=[C:5]([Br:7])[N:6]=1.C([Li])CCC.[O:13]=[C:14]1[CH2:19][CH2:18][N:17]([C:20]([O:22][C:23]([CH3:26])([CH3:25])[CH3:24])=[O:21])[CH2:16][CH2:15]1.[Cl-].[NH4+]. (7) Given the product [C:41]([O:40][C:38](=[O:39])[NH:45][CH2:29][CH2:28][N:25]([C:8]1[O:9][C:5]2[CH:4]=[CH:3][C:2]([Cl:1])=[CH:11][C:6]=2[N:7]=1)[CH2:26][CH2:27][C:12](=[O:16])[CH3:13])([CH3:44])([CH3:43])[CH3:42], predict the reactants needed to synthesize it. The reactants are: [Cl:1][C:2]1[CH:3]=[CH:4][C:5]2[O:9][C:8](S)=[N:7][C:6]=2[CH:11]=1.[C:12](Cl)(=[O:16])[C:13](Cl)=O.CN(C=O)C.C([N:25]([CH2:28][CH3:29])[CH2:26][CH3:27])C.Cl.C(N(CC)CC)C.[C:38]([NH:45]CCN)([O:40][C:41]([CH3:44])([CH3:43])[CH3:42])=[O:39].C1CCN2C(=NCCC2)CC1. (8) Given the product [CH:11]1([C:2]([NH:1][C:25]([NH:24][CH2:23][C:22]2[CH:27]=[CH:28][C:19]([O:18][CH3:17])=[CH:20][CH:21]=2)=[O:26])([CH3:10])[C:3]([O:5][C:6]([CH3:9])([CH3:8])[CH3:7])=[O:4])[CH2:16][CH2:15][CH2:14][CH:13]=[CH:12]1, predict the reactants needed to synthesize it. The reactants are: [NH2:1][C:2]([CH:11]1[CH2:16][CH2:15][CH2:14][CH:13]=[CH:12]1)([CH3:10])[C:3]([O:5][C:6]([CH3:9])([CH3:8])[CH3:7])=[O:4].[CH3:17][O:18][C:19]1[CH:28]=[CH:27][C:22]([CH2:23][N:24]=[C:25]=[O:26])=[CH:21][CH:20]=1. (9) Given the product [Br:1][C:2]1[CH:6]=[N:5][N:4]([CH:7]([CH3:9])[CH3:8])[C:3]=1[C:10]1[CH:11]=[C:12]([NH:18][C:31]([NH:30][C:22]2[CH:23]=[CH:24][C:25]([C:26]([F:29])([F:28])[F:27])=[CH:20][C:21]=2[Cl:34])=[O:32])[CH:13]=[CH:14][C:15]=1[O:16][CH3:17], predict the reactants needed to synthesize it. The reactants are: [Br:1][C:2]1[CH:6]=[N:5][N:4]([CH:7]([CH3:9])[CH3:8])[C:3]=1[C:10]1[CH:11]=[C:12]([NH2:18])[CH:13]=[CH:14][C:15]=1[O:16][CH3:17].Cl[C:20]1[CH:21]=[C:22]([N:30]=[C:31]=[O:32])[CH:23]=[CH:24][C:25]=1[C:26]([F:29])([F:28])[F:27].C(Cl)[Cl:34].